Dataset: Forward reaction prediction with 1.9M reactions from USPTO patents (1976-2016). Task: Predict the product of the given reaction. (1) Given the reactants Br[CH2:2][CH2:3][CH2:4][CH2:5][CH2:6][C:7]([NH:9][C:10]1[S:14][C:13]([NH:15][C:16]2[CH:25]=[CH:24][C:23]3[C:18](=[CH:19][CH:20]=[CH:21][CH:22]=3)[CH:17]=2)=[N:12][C:11]=1[C:26]([NH2:28])=[O:27])=[O:8].[NH:29]1[CH2:34][CH2:33][O:32][CH2:31][CH2:30]1, predict the reaction product. The product is: [O:32]1[CH2:33][CH2:34][N:29]([CH2:2][CH2:3][CH2:4][CH2:5][CH2:6][C:7]([NH:9][C:10]2[S:14][C:13]([NH:15][C:16]3[CH:25]=[CH:24][C:23]4[C:18](=[CH:19][CH:20]=[CH:21][CH:22]=4)[CH:17]=3)=[N:12][C:11]=2[C:26]([NH2:28])=[O:27])=[O:8])[CH2:30][CH2:31]1. (2) The product is: [CH2:20]([N:22]1[CH:26]=[CH:25][N:24]=[C:23]1[CH:27]1[C:30](=[O:29])[C:31]2[C:13]([C:12]([O:11][CH2:10][CH3:9])=[O:17])=[CH:14][CH:15]=[CH:16][C:8]=2[NH:7][CH:6]1[C:5]1[CH:18]=[CH:19][C:2]([F:1])=[CH:3][CH:4]=1)[CH3:21]. Given the reactants [F:1][C:2]1[CH:19]=[CH:18][C:5](/[CH:6]=[N:7]/[C:8]2[CH:16]=[CH:15][CH:14]=[C:13]3[C:9]=2[CH2:10][O:11][C:12]3=[O:17])=[CH:4][CH:3]=1.[CH2:20]([N:22]1[CH:26]=[CH:25][N:24]=[C:23]1[CH:27]=O)[CH3:21].[O-:29][CH2:30][CH3:31].[Na+], predict the reaction product. (3) Given the reactants C1(P(C2C=CC=CC=2)C2C=CC=CC=2)C=CC=CC=1.[N:20]([CH:23]1[CH:27]([CH3:28])[CH2:26][N:25]([C:29]([O:31][CH2:32][C:33]2[CH:38]=[CH:37][CH:36]=[CH:35][CH:34]=2)=[O:30])[CH2:24]1)=[N+]=[N-].Cl.[OH-].[Na+], predict the reaction product. The product is: [NH2:20][C@H:23]1[C@@H:27]([CH3:28])[CH2:26][N:25]([C:29]([O:31][CH2:32][C:33]2[CH:38]=[CH:37][CH:36]=[CH:35][CH:34]=2)=[O:30])[CH2:24]1. (4) Given the reactants [C:1]([C:3]1[CH:4]=[C:5]([CH:9]=[CH:10][C:11]=1[O:12][CH:13]([CH3:15])[CH3:14])[C:6](Cl)=[O:7])#[N:2].O[NH:17][C:18](=[NH:38])[C:19]1[CH:36]=[CH:35][C:22]2[CH2:23][CH2:24][N:25]([C:28]([O:30][C:31]([CH3:34])([CH3:33])[CH3:32])=[O:29])[CH2:26][CH2:27][C:21]=2[C:20]=1[CH3:37], predict the reaction product. The product is: [C:1]([C:3]1[CH:4]=[C:5]([C:6]2[O:7][N:17]=[C:18]([C:19]3[CH:36]=[CH:35][C:22]4[CH2:23][CH2:24][N:25]([C:28]([O:30][C:31]([CH3:32])([CH3:33])[CH3:34])=[O:29])[CH2:26][CH2:27][C:21]=4[C:20]=3[CH3:37])[N:38]=2)[CH:9]=[CH:10][C:11]=1[O:12][CH:13]([CH3:15])[CH3:14])#[N:2]. (5) Given the reactants [O:1]1[CH2:5][CH2:4][CH2:3][C@@H:2]1[CH2:6][O:7][C:8]1[CH:9]=[C:10]2[C:15](=[CH:16][CH:17]=1)[C:14](=[O:18])O[CH:12]=[CH:11]2.[Br:19][C:20]1[CH:25]=[CH:24][C:23]([NH2:26])=[CH:22][C:21]=1[F:27], predict the reaction product. The product is: [Br:19][C:20]1[CH:25]=[CH:24][C:23]([N:26]2[CH:12]=[CH:11][C:10]3[C:15](=[CH:16][CH:17]=[C:8]([O:7][CH2:6][C@H:2]4[CH2:3][CH2:4][CH2:5][O:1]4)[CH:9]=3)[C:14]2=[O:18])=[CH:22][C:21]=1[F:27]. (6) Given the reactants [N+:1]([C:4]1[CH:13]=[CH:12][CH:11]=[C:10]2[C:5]=1[CH:6]=[CH:7][C:8](Cl)=[N:9]2)([O-])=O.[F:15][C:16]1[CH:21]=[CH:20][C:19]([S:22](Cl)(=[O:24])=[O:23])=[CH:18][CH:17]=1.[F:26][C:27]([F:38])([F:37])[O:28][C:29]1[CH:36]=[CH:35][CH:34]=[CH:33][C:30]=1[CH2:31][NH2:32], predict the reaction product. The product is: [F:15][C:16]1[CH:21]=[CH:20][C:19]([S:22]([NH:1][C:4]2[CH:13]=[CH:12][CH:11]=[C:10]3[C:5]=2[CH:6]=[CH:7][C:8]([NH:32][CH2:31][C:30]2[CH:33]=[CH:34][CH:35]=[CH:36][C:29]=2[O:28][C:27]([F:26])([F:37])[F:38])=[N:9]3)(=[O:24])=[O:23])=[CH:18][CH:17]=1.